This data is from Reaction yield outcomes from USPTO patents with 853,638 reactions. The task is: Predict the reaction yield, written as a fraction of the theoretical maximum amount of product (1.0 means a 100% yield; for example, 0.34 means a 34% yield). The reactants are [O:1]=[C:2]1[NH:7][C:6]2[CH:8]=[C:9]([CH2:12][N:13]3[CH2:18][CH2:17][N:16]([C:19]4[CH:27]=[CH:26][C:22]([C:23]([OH:25])=O)=[CH:21][CH:20]=4)[CH2:15][CH2:14]3)[CH:10]=[N:11][C:5]=2[N:4]2[CH2:28][CH2:29][CH2:30][C@@H:3]12.[CH:31]1([NH2:34])[CH2:33][CH2:32]1.CCN(C(C)C)C(C)C.CN(C(ON1N=NC2C=CC=NC1=2)=[N+](C)C)C.F[P-](F)(F)(F)(F)F. The catalyst is CN(C=O)C. The product is [CH:31]1([NH:34][C:23](=[O:25])[C:22]2[CH:26]=[CH:27][C:19]([N:16]3[CH2:17][CH2:18][N:13]([CH2:12][C:9]4[CH:10]=[N:11][C:5]5[N:4]6[CH2:28][CH2:29][CH2:30][C@H:3]6[C:2](=[O:1])[NH:7][C:6]=5[CH:8]=4)[CH2:14][CH2:15]3)=[CH:20][CH:21]=2)[CH2:33][CH2:32]1. The yield is 0.451.